From a dataset of Peptide-MHC class I binding affinity with 185,985 pairs from IEDB/IMGT. Regression. Given a peptide amino acid sequence and an MHC pseudo amino acid sequence, predict their binding affinity value. This is MHC class I binding data. (1) The peptide sequence is SSVPLRWFK. The MHC is HLA-A11:01 with pseudo-sequence HLA-A11:01. The binding affinity (normalized) is 0.853. (2) The peptide sequence is YFSGIMVRL. The MHC is HLA-B15:01 with pseudo-sequence HLA-B15:01. The binding affinity (normalized) is 0.0847. (3) The peptide sequence is LERIKANIF. The MHC is HLA-B44:02 with pseudo-sequence HLA-B44:02. The binding affinity (normalized) is 0.0847. (4) The peptide sequence is KIDKLTFQI. The MHC is HLA-A02:01 with pseudo-sequence HLA-A02:01. The binding affinity (normalized) is 0.547. (5) The peptide sequence is APLVPTGSEN. The MHC is Mamu-A2201 with pseudo-sequence Mamu-A2201. The binding affinity (normalized) is 0.